Task: Predict which catalyst facilitates the given reaction.. Dataset: Catalyst prediction with 721,799 reactions and 888 catalyst types from USPTO (1) Reactant: C([O:4][C@H:5]1[CH:9]=[CH:8][C@@H:7]([OH:10])[CH2:6]1)(=O)C.N1C=CN=C1.[Si:16](Cl)([C:19]([CH3:22])([CH3:21])[CH3:20])([CH3:18])[CH3:17].C(=O)([O-])[O-].[K+].[K+]. Product: [C:19]([Si:16]([CH3:18])([CH3:17])[O:4][C@H:5]1[CH2:6][C@@H:7]([OH:10])[CH:8]=[CH:9]1)([CH3:22])([CH3:21])[CH3:20]. The catalyst class is: 7. (2) Reactant: [F:1][C:2]1[CH:3]=[C:4]([CH2:9][C:10]([OH:12])=O)[CH:5]=[C:6]([F:8])[CH:7]=1.C(N1C=CN=C1)([N:15]1C=CN=C1)=O. The catalyst class is: 7. Product: [F:1][C:2]1[CH:3]=[C:4]([CH2:9][C:10]([NH2:15])=[O:12])[CH:5]=[C:6]([F:8])[CH:7]=1. (3) Reactant: [CH:1]([N:4](CC)[CH:5](C)C)(C)C.[F:10][C:11]1[CH:24]=[C:23]([C:25]2[CH:26]=[N:27][C:28]3[N:29]([C:31]([C:34]4([C:37]5[CH:38]=[C:39]6[C:44](=[CH:45][CH:46]=5)[N:43]=[CH:42][CH:41]=[CH:40]6)[CH2:36][CH2:35]4)=[CH:32][N:33]=3)[CH:30]=2)[CH:22]=[CH:21][C:12]=1[C:13]([NH:15][CH:16]([CH3:20])[C:17]([OH:19])=O)=[O:14].CNC.F[P-](F)(F)(F)(F)F.N1(O[P+](N(C)C)(N(C)C)N(C)C)C2C=CC=CC=2N=N1. Product: [CH3:1][N:4]([CH3:5])[C:17](=[O:19])[CH:16]([NH:15][C:13](=[O:14])[C:12]1[CH:21]=[CH:22][C:23]([C:25]2[CH:26]=[N:27][C:28]3[N:29]([C:31]([C:34]4([C:37]5[CH:38]=[C:39]6[C:44](=[CH:45][CH:46]=5)[N:43]=[CH:42][CH:41]=[CH:40]6)[CH2:35][CH2:36]4)=[CH:32][N:33]=3)[CH:30]=2)=[CH:24][C:11]=1[F:10])[CH3:20]. The catalyst class is: 9.